The task is: Predict the reactants needed to synthesize the given product.. This data is from Full USPTO retrosynthesis dataset with 1.9M reactions from patents (1976-2016). (1) Given the product [CH3:36][CH:35]([CH3:37])[C:34]([NH:33][C:29]1[CH:30]=[CH:31][CH:32]=[C:27]([CH:24]2[CH2:23][CH2:22][N:21]([CH2:20][C:16]3[CH:15]=[C:14]4[C:19](=[CH:18][CH:17]=3)[N:11]([C:2]3[CH:7]=[CH:6][CH:5]=[CH:4][C:3]=3[N+:8]([O-:10])=[O:9])[CH:12]=[CH:13]4)[CH2:26][CH2:25]2)[CH:28]=1)=[O:38], predict the reactants needed to synthesize it. The reactants are: I[C:2]1[CH:7]=[CH:6][CH:5]=[CH:4][C:3]=1[N+:8]([O-:10])=[O:9].[NH:11]1[C:19]2[C:14](=[CH:15][C:16]([CH2:20][N:21]3[CH2:26][CH2:25][CH:24]([C:27]4[CH:28]=[C:29]([NH:33][C:34](=[O:38])[CH:35]([CH3:37])[CH3:36])[CH:30]=[CH:31][CH:32]=4)[CH2:23][CH2:22]3)=[CH:17][CH:18]=2)[CH:13]=[CH:12]1. (2) The reactants are: [CH3:1][NH:2][C:3]1[CH:8]=[CH:7][C:6]([O:9][CH3:10])=[CH:5][CH:4]=1.C(N(CC)CC)C.[Cl-].ClC1N(C)CC[NH+]1C.[CH3:27][O:28][C:29]1[C:30](=[O:53])[C:31]([CH3:52])=[C:32]([CH2:38][C:39]2[CH:40]=[CH:41][C:42]([O:48][C:49](=[O:51])[CH3:50])=[C:43]([CH:47]=2)[C:44](O)=[O:45])[C:33](=[O:37])[C:34]=1[O:35][CH3:36]. Given the product [CH3:1][N:2]([C:44](=[O:45])[C:43]1[CH:47]=[C:39]([CH2:38][C:32]2[C:33](=[O:37])[C:34]([O:35][CH3:36])=[C:29]([O:28][CH3:27])[C:30](=[O:53])[C:31]=2[CH3:52])[CH:40]=[CH:41][C:42]=1[O:48][C:49](=[O:51])[CH3:50])[C:3]1[CH:8]=[CH:7][C:6]([O:9][CH3:10])=[CH:5][CH:4]=1, predict the reactants needed to synthesize it. (3) Given the product [Ce:5].[O-2:2].[Ce+3:5].[O-2:7].[O-2:11].[Ce+3:5].[V:16].[O-2:15].[V+5:16].[O-2:2].[O-2:2].[O-2:2].[O-2:2].[V+5:16], predict the reactants needed to synthesize it. The reactants are: [N+]([O-])([O-])=[O:2].[Ce+3:5].[N+]([O-])([O-])=[O:7].[N+]([O-])([O-])=[O:11].N.[OH:15][V:16](=O)=O. (4) Given the product [O:1]1[C:5]2[CH:6]=[CH:7][C:8]([C:10]3[O:11][C:12]([S:28]([CH3:18])(=[O:32])=[O:30])=[N:13][N:14]=3)=[CH:9][C:4]=2[CH2:3][CH2:2]1, predict the reactants needed to synthesize it. The reactants are: [O:1]1[C:5]2[CH:6]=[CH:7][C:8]([C:10]3[O:11][C:12](SC)=[N:13][N:14]=3)=[CH:9][C:4]=2[CH2:3][CH2:2]1.Cl[C:18]1C=CC=C(C(OO)=O)C=1.[S:28]([O-:32])([O-])(=[O:30])=S.[Na+].[Na+]. (5) Given the product [CH2:1]([O:3][C:4](=[O:28])[C:5]([CH3:27])([CH3:26])[CH2:6][C:7]1[N:15]([CH2:16][C:17]2[CH:18]=[CH:19][C:20]([Cl:23])=[CH:21][CH:22]=2)[C:14]2[C:9](=[N:10][C:11]([O:24][CH3:25])=[CH:12][CH:13]=2)[C:8]=1[C:32](=[O:33])[CH2:31][C:30]([CH3:36])([CH3:35])[CH3:29])[CH3:2], predict the reactants needed to synthesize it. The reactants are: [CH2:1]([O:3][C:4](=[O:28])[C:5]([CH3:27])([CH3:26])[CH2:6][C:7]1[N:15]([CH2:16][C:17]2[CH:22]=[CH:21][C:20]([Cl:23])=[CH:19][CH:18]=2)[C:14]2[C:9](=[N:10][C:11]([O:24][CH3:25])=[CH:12][CH:13]=2)[CH:8]=1)[CH3:2].[CH3:29][C:30]([CH3:36])([CH3:35])[CH2:31][C:32](Cl)=[O:33].[Cl-].[Al+3].[Cl-].[Cl-]. (6) Given the product [O:12]1[CH2:16][CH2:15][O:14][CH:13]1[CH:17]1[CH2:22][CH2:21][C:20]([C:2]#[C:1][Si:3]([CH3:6])([CH3:5])[CH3:4])([OH:23])[CH2:19][CH2:18]1, predict the reactants needed to synthesize it. The reactants are: [C:1]([Si:3]([CH3:6])([CH3:5])[CH3:4])#[CH:2].[Li]CCCC.[O:12]1[CH2:16][CH2:15][O:14][CH:13]1[CH:17]1[CH2:22][CH2:21][C:20](=[O:23])[CH2:19][CH2:18]1. (7) Given the product [NH2:3][C:4]1[C:8]([NH:9][C:26]([NH:25][C:21]2[C:20]([CH3:19])=[CH:24][S:23][CH:22]=2)=[S:27])=[CH:7][S:6][CH:5]=1, predict the reactants needed to synthesize it. The reactants are: Cl.Cl.[NH2:3][C:4]1[C:8]([NH2:9])=[CH:7][S:6][CH:5]=1.C(N(C(C)C)C(C)C)C.[CH3:19][C:20]1[C:21]([N:25]=[C:26]=[S:27])=[CH:22][S:23][CH:24]=1. (8) Given the product [ClH:13].[Cl:13][C:14]1[CH:15]=[CH:16][C:17]([O:23][C:24]([CH3:42])([C:26]2[N:30]([CH3:31])[C:29]([C:32]3[CH:37]=[CH:36][CH:35]=[CH:34][C:33]=3[C:38]([F:39])([F:41])[F:40])=[N:28][N:27]=2)[CH3:25])=[C:18]([CH2:19][OH:20])[CH:22]=1, predict the reactants needed to synthesize it. The reactants are: C1N=CN(C(N2C=NC=C2)=O)C=1.[Cl:13][C:14]1[CH:15]=[CH:16][C:17]([O:23][C:24]([CH3:42])([C:26]2[N:30]([CH3:31])[C:29]([C:32]3[CH:37]=[CH:36][CH:35]=[CH:34][C:33]=3[C:38]([F:41])([F:40])[F:39])=[N:28][N:27]=2)[CH3:25])=[C:18]([CH:22]=1)[C:19](O)=[O:20].[BH4-].[Na+].Cl.C(=O)(O)[O-].[Na+]. (9) Given the product [NH2:5][C:6]1[C:14]([N+:1]([O-:4])=[O:2])=[CH:13][C:9]([C:10]([OH:12])=[O:11])=[CH:8][N:7]=1, predict the reactants needed to synthesize it. The reactants are: [N+:1]([O-:4])(O)=[O:2].[NH2:5][C:6]1[CH:14]=[CH:13][C:9]([C:10]([OH:12])=[O:11])=[CH:8][N:7]=1.